The task is: Predict the reactants needed to synthesize the given product.. This data is from Full USPTO retrosynthesis dataset with 1.9M reactions from patents (1976-2016). Given the product [CH3:9][O:10][C:11]1[CH:16]=[CH:15][CH:14]=[CH:13][C:12]=1[NH:17][S:18]([C:21]1[CH:26]=[CH:25][CH:24]=[C:23]([C:2]2[CH:7]=[C:6]([Cl:8])[N:5]=[CH:4][N:3]=2)[CH:22]=1)(=[O:19])=[O:20], predict the reactants needed to synthesize it. The reactants are: Cl[C:2]1[CH:7]=[C:6]([Cl:8])[N:5]=[CH:4][N:3]=1.[CH3:9][O:10][C:11]1[CH:16]=[CH:15][CH:14]=[CH:13][C:12]=1[NH:17][S:18]([C:21]1[CH:26]=[CH:25][CH:24]=[C:23](N)[CH:22]=1)(=[O:20])=[O:19].CCN(C(C)C)C(C)C.